Dataset: Forward reaction prediction with 1.9M reactions from USPTO patents (1976-2016). Task: Predict the product of the given reaction. Given the reactants C([Si](C)(C)[O:6][C:7]1[CH:8]=[C:9]([CH:28]=[CH2:29])[C:10]2[O:14][C:13]([C:15]3[CH:20]=[CH:19][C:18]([O:21][S:22]([O-:25])(=[O:24])=[O:23])=[C:17]([F:26])[CH:16]=3)=[N:12][C:11]=2[CH:27]=1)(C)(C)C.[Na+:32].[F-], predict the reaction product. The product is: [OH:6][C:7]1[CH:8]=[C:9]([CH:28]=[CH2:29])[C:10]2[O:14][C:13]([C:15]3[CH:20]=[CH:19][C:18]([O:21][S:22]([O-:25])(=[O:23])=[O:24])=[C:17]([F:26])[CH:16]=3)=[N:12][C:11]=2[CH:27]=1.[Na+:32].